From a dataset of Reaction yield outcomes from USPTO patents with 853,638 reactions. Predict the reaction yield, written as a fraction of the theoretical maximum amount of product (1.0 means a 100% yield; for example, 0.34 means a 34% yield). The reactants are [NH2:1][CH2:2][C:3]1[N:12]([C:13]2[CH:18]=[CH:17][C:16]([F:19])=[CH:15][CH:14]=2)[C:11](=[O:20])[C:10]2[C:5](=[CH:6][CH:7]=[CH:8][CH:9]=2)[N:4]=1.[F:21][C:22]([F:33])([F:32])[C:23]1[CH:24]=[C:25]([N:29]=[C:30]=[O:31])[CH:26]=[CH:27][CH:28]=1.C(Cl)(Cl)[Cl:35]. No catalyst specified. The product is [Cl:35][C:28]1[CH:27]=[CH:26][C:25]([NH:29][C:30]([NH:1][CH2:2][C:3]2[N:12]([C:13]3[CH:18]=[CH:17][C:16]([F:19])=[CH:15][CH:14]=3)[C:11](=[O:20])[C:10]3[C:5](=[CH:6][CH:7]=[CH:8][CH:9]=3)[N:4]=2)=[O:31])=[CH:24][C:23]=1[C:22]([F:32])([F:33])[F:21]. The yield is 0.980.